Dataset: Reaction yield outcomes from USPTO patents with 853,638 reactions. Task: Predict the reaction yield, written as a fraction of the theoretical maximum amount of product (1.0 means a 100% yield; for example, 0.34 means a 34% yield). (1) The reactants are C[O:2][C:3](=[O:36])[C@@H:4]([NH:14][C:15]([C:17]1[CH:22]=[C:21]([CH3:23])[N:20]=[C:19]([N:24]2[CH2:29][CH2:28][CH:27]([C:30]3[CH:35]=[CH:34][CH:33]=[CH:32][CH:31]=3)[CH2:26][CH2:25]2)[N:18]=1)=[O:16])[CH2:5][S:6][CH2:7][C:8]1[CH:13]=[CH:12][CH:11]=[CH:10][CH:9]=1.CO.[OH-].[Li+]. The catalyst is C1COCC1. The product is [CH2:7]([S:6][CH2:5][C@H:4]([NH:14][C:15]([C:17]1[CH:22]=[C:21]([CH3:23])[N:20]=[C:19]([N:24]2[CH2:25][CH2:26][CH:27]([C:30]3[CH:35]=[CH:34][CH:33]=[CH:32][CH:31]=3)[CH2:28][CH2:29]2)[N:18]=1)=[O:16])[C:3]([OH:36])=[O:2])[C:8]1[CH:13]=[CH:12][CH:11]=[CH:10][CH:9]=1. The yield is 0.960. (2) The catalyst is C(#N)C.C(Cl)Cl. The yield is 0.990. The product is [F:31][C:30]([F:33])([F:32])[C:28]([O-:34])=[O:29].[C:24]([C:23]#[C:22][C:19]1[CH:20]=[CH:21][C:16]([C:15]([NH:14][CH2:13][CH2:12][S:11][S:10][CH2:9][CH2:8][NH3+:7])=[O:26])=[CH:17][CH:18]=1)#[N:25]. The reactants are C(OC(=O)[NH:7][CH2:8][CH2:9][S:10][S:11][CH2:12][CH2:13][NH:14][C:15](=[O:26])[C:16]1[CH:21]=[CH:20][C:19]([C:22]#[C:23][C:24]#[N:25])=[CH:18][CH:17]=1)(C)(C)C.[C:28]([OH:34])([C:30]([F:33])([F:32])[F:31])=[O:29]. (3) The catalyst is C1COCC1. The product is [O:33]1[CH2:34][CH2:35][N:30]([C:2]2[O:3][CH:4]=[C:5]([C:7]([N:9]3[CH2:14][CH2:13][N:12]([C:15]([O:17][C:18]([CH3:21])([CH3:20])[CH3:19])=[O:16])[CH2:11][CH:10]3[CH2:22][O:23][C:24]3[CH:25]=[N:26][CH:27]=[CH:28][CH:29]=3)=[O:8])[N:6]=2)[CH2:31][CH2:32]1. The yield is 1.00. The reactants are Cl[C:2]1[O:3][CH:4]=[C:5]([C:7]([N:9]2[CH2:14][CH2:13][N:12]([C:15]([O:17][C:18]([CH3:21])([CH3:20])[CH3:19])=[O:16])[CH2:11][CH:10]2[CH2:22][O:23][C:24]2[CH:25]=[N:26][CH:27]=[CH:28][CH:29]=2)=[O:8])[N:6]=1.[NH:30]1[CH2:35][CH2:34][O:33][CH2:32][CH2:31]1.C(=O)([O-])[O-].[K+].[K+]. (4) The reactants are [CH2:1]([NH:3][C:4]([NH:6][C:7]1[CH:12]=[CH:11][CH:10]=[CH:9][C:8]=1[OH:13])=[O:5])C.N(C1C=CC=CC=1OC)=[C:15]=O.CNC. No catalyst specified. The product is [OH:13][C:8]1[CH:9]=[CH:10][CH:11]=[CH:12][C:7]=1[NH:6][C:4](=[O:5])[N:3]([CH3:15])[CH3:1]. The yield is 0.540. (5) The reactants are [OH:1][CH2:2][CH2:3][N:4]1[CH2:9][CH:8]=[C:7]([C:10]2[C:18]3[C:13](=[CH:14][CH:15]=[C:16]([NH:19][C:20]([C:22]4[S:23][CH:24]=[CH:25][CH:26]=4)=[NH:21])[CH:17]=3)[NH:12][CH:11]=2)[CH2:6][CH2:5]1.[ClH:27]. The catalyst is CO. The product is [ClH:27].[ClH:27].[OH:1][CH2:2][CH2:3][N:4]1[CH2:5][CH:6]=[C:7]([C:10]2[C:18]3[C:13](=[CH:14][CH:15]=[C:16]([NH:19][C:20]([C:22]4[S:23][CH:24]=[CH:25][CH:26]=4)=[NH:21])[CH:17]=3)[NH:12][CH:11]=2)[CH2:8][CH2:9]1. The yield is 0.930. (6) The reactants are [F:1][C:2]1[CH:3]=[C:4]([C:9]2[N:13]3[CH2:14][C:15]([CH3:20])([CH3:19])[CH2:16][NH:17][CH2:18][C:12]3=[C:11]([C:21]([NH:23][C@@H:24]([C:29]([CH3:32])([CH3:31])[CH3:30])[C:25]([NH:27][CH3:28])=[O:26])=[O:22])[N:10]=2)[CH:5]=[CH:6][C:7]=1[F:8].C=O.[C:35]([O-])(=O)C.[K+].C(O[BH-](OC(=O)C)OC(=O)C)(=O)C.[Na+].C([O-])(O)=O.[Na+]. The catalyst is C1COCC1.C(Cl)Cl. The product is [F:1][C:2]1[CH:3]=[C:4]([C:9]2[N:13]3[CH2:14][C:15]([CH3:20])([CH3:19])[CH2:16][N:17]([CH3:35])[CH2:18][C:12]3=[C:11]([C:21]([NH:23][C@@H:24]([C:29]([CH3:32])([CH3:31])[CH3:30])[C:25]([NH:27][CH3:28])=[O:26])=[O:22])[N:10]=2)[CH:5]=[CH:6][C:7]=1[F:8]. The yield is 0.0900. (7) The reactants are [C:1]([C:5]1[C:6]([O:31][CH3:32])=[C:7]([NH:19][C:20](=[O:30])[C:21]2[CH:26]=[CH:25][C:24]([N+:27]([O-])=O)=[CH:23][CH:22]=2)[CH:8]=[C:9]([C:11]2[C:12]([O:17][CH3:18])=[N:13][CH:14]=[CH:15][CH:16]=2)[CH:10]=1)([CH3:4])([CH3:3])[CH3:2].[H-].[Na+].I[CH3:36]. The catalyst is C1COCC1. The product is [NH2:27][C:24]1[CH:25]=[CH:26][C:21]([C:20]([N:19]([C:7]2[CH:8]=[C:9]([C:11]3[C:12]([O:17][CH3:18])=[N:13][CH:14]=[CH:15][CH:16]=3)[CH:10]=[C:5]([C:1]([CH3:2])([CH3:4])[CH3:3])[C:6]=2[O:31][CH3:32])[CH3:36])=[O:30])=[CH:22][CH:23]=1. The yield is 0.970. (8) The reactants are [Br:1][C:2]1[CH:7]=[CH:6][NH:5][C:4](=[O:8])[CH:3]=1.[O:9]1[CH2:11][C@H:10]1[CH2:12][N:13]1[CH2:22][CH2:21][C:20]2[C:15](=[CH:16][CH:17]=[CH:18][CH:19]=2)[CH2:14]1. The catalyst is CCO. The product is [Br:1][C:2]1[CH:7]=[CH:6][N:5]([CH2:11][C@H:10]([OH:9])[CH2:12][N:13]2[CH2:22][CH2:21][C:20]3[C:15](=[CH:16][CH:17]=[CH:18][CH:19]=3)[CH2:14]2)[C:4](=[O:8])[CH:3]=1. The yield is 0.228.